From a dataset of Full USPTO retrosynthesis dataset with 1.9M reactions from patents (1976-2016). Predict the reactants needed to synthesize the given product. (1) Given the product [CH2:1]([O:3][C:4]([C:6]12[CH2:8][CH:7]1[CH:9]=[CH:10][CH2:53][CH2:52][CH2:51][CH2:50][CH2:49][N:40]([NH:41][C:42]([O:44][C:45]([CH3:47])([CH3:48])[CH3:46])=[O:43])[C:38](=[O:39])[N:15]1[CH:14]([CH2:18][CH:17]([O:19][C:20]3[C:29]4[C:24](=[CH:25][C:26]([O:30][CH3:31])=[CH:27][CH:28]=4)[N:23]=[C:22]([C:32]4[CH:33]=[CH:34][CH:35]=[CH:36][CH:37]=4)[CH:21]=3)[CH2:16]1)[C:12](=[O:13])[NH:11]2)=[O:5])[CH3:2], predict the reactants needed to synthesize it. The reactants are: [CH2:1]([O:3][C:4]([C:6]1([NH:11][C:12]([CH:14]2[CH2:18][CH:17]([O:19][C:20]3[C:29]4[C:24](=[CH:25][C:26]([O:30][CH3:31])=[CH:27][CH:28]=4)[N:23]=[C:22]([C:32]4[CH:37]=[CH:36][CH:35]=[CH:34][CH:33]=4)[CH:21]=3)[CH2:16][N:15]2[C:38]([N:40]([CH2:49][CH2:50][CH2:51][CH2:52][CH2:53]C=C)[NH:41][C:42]([O:44][C:45]([CH3:48])([CH3:47])[CH3:46])=[O:43])=[O:39])=[O:13])[CH2:8][CH:7]1[CH:9]=[CH2:10])=[O:5])[CH3:2]. (2) The reactants are: Br[C:2]1[N:6]([CH2:7][C:8]2[CH:13]=[CH:12][C:11]([O:14][CH3:15])=[CH:10][CH:9]=2)[N:5]=[CH:4][N:3]=1.CC([O-])(C)C.[Na+].[NH2:22][C:23]1[CH:30]=[C:29]([Cl:31])[C:26]([C:27]#[N:28])=[C:25]([Cl:32])[CH:24]=1. Given the product [Cl:31][C:29]1[CH:30]=[C:23]([NH:22][C:2]2[N:6]([CH2:7][C:8]3[CH:13]=[CH:12][C:11]([O:14][CH3:15])=[CH:10][CH:9]=3)[N:5]=[CH:4][N:3]=2)[CH:24]=[C:25]([Cl:32])[C:26]=1[C:27]#[N:28], predict the reactants needed to synthesize it. (3) Given the product [Cl:1][C:2]1[CH:3]=[CH:4][C:5]([N:17]2[CH:21]=[N:20][N:19]=[N:18]2)=[C:6]([CH:16]=1)[CH2:7][NH:8][C:9]([C@H:41]1[N:37]([C:35](=[O:36])[C@@H:34]([C:31]2[CH:32]=[CH:33][C:28]([F:27])=[CH:29][CH:30]=2)[OH:45])[N:38]=[CH:39][CH2:40]1)=[O:15], predict the reactants needed to synthesize it. The reactants are: [Cl:1][C:2]1[CH:3]=[CH:4][C:5]([N:17]2[CH:21]=[N:20][N:19]=[N:18]2)=[C:6]([CH:16]=1)[CH2:7][NH:8][C:9](=[O:15])OC(C)(C)C.C(#N)C.[OH-].[Na+].[F:27][C:28]1[CH:33]=[CH:32][C:31]([C@@H:34]([OH:45])[C:35]([N:37]2[C@H:41](C(O)=O)[CH2:40][CH:39]=[N:38]2)=[O:36])=[CH:30][CH:29]=1.CN1CCOCC1.CN(C(ON1N=NC2C=CC=CC1=2)=[N+](C)C)C.[B-](F)(F)(F)F. (4) Given the product [Br:30][CH2:31][C:32]1[N:33]=[C:34]([CH2:38][O:1][C:2]2[CH:3]=[CH:4][C:5]([C:6]([NH:8][C:9]3[CH:10]=[C:11]([CH:18]=[CH:19][C:20]=3[CH3:21])[C:12]([NH:14][CH:15]3[CH2:16][CH2:17]3)=[O:13])=[O:7])=[CH:22][CH:23]=2)[CH:35]=[CH:36][CH:37]=1, predict the reactants needed to synthesize it. The reactants are: [OH:1][C:2]1[CH:23]=[CH:22][C:5]([C:6]([NH:8][C:9]2[CH:10]=[C:11]([CH:18]=[CH:19][C:20]=2[CH3:21])[C:12]([NH:14][CH:15]2[CH2:17][CH2:16]2)=[O:13])=[O:7])=[CH:4][CH:3]=1.C(=O)([O-])[O-].[K+].[K+].[Br:30][CH2:31][C:32]1[CH:37]=[CH:36][CH:35]=[C:34]([CH2:38]Br)[N:33]=1.O. (5) Given the product [CH:30]1([N:21]2[CH2:22][C:23]([F:28])([F:29])[C:24](=[O:27])[N:25]([CH3:26])[C:19]3[CH:18]=[N:17][C:16]([NH:15][C:10]4[CH:9]=[CH:8][C:7]([C:6]([NH:5][CH:3]5[CH2:4][N:1]([S:48]([CH3:47])(=[O:50])=[O:49])[CH2:2]5)=[O:37])=[CH:12][C:11]=4[O:13][CH3:14])=[N:35][C:20]2=3)[CH2:34][CH2:33][CH2:32][CH2:31]1, predict the reactants needed to synthesize it. The reactants are: [NH:1]1[CH2:4][CH:3]([NH:5][C:6](=[O:37])[C:7]2[CH:12]=[C:11]([O:13][CH3:14])[C:10]([NH:15][C:16]3[N:17]=[CH:18][C:19]4[N:25]([CH3:26])[C:24](=[O:27])[C:23]([F:29])([F:28])[CH2:22][N:21]([CH:30]5[CH2:34][CH2:33][CH2:32][CH2:31]5)[C:20]=4[N:35]=3)=[CH:9][C:8]=2F)[CH2:2]1.CCN(C(C)C)C(C)C.[CH3:47][S:48](Cl)(=[O:50])=[O:49]. (6) Given the product [CH3:1][NH:2][C:7]1[CH:8]=[CH:9][S:10][C:6]=1[C:5]([NH2:13])=[O:4], predict the reactants needed to synthesize it. The reactants are: [CH3:1][N:2]1[C:7]2[CH:8]=[CH:9][S:10][C:6]=2[C:5](=O)[O:4]C1=O.[NH3:13]. (7) The reactants are: [CH:1]1([N:4]([CH2:11][C:12]2[CH:17]=[CH:16][CH:15]=[C:14](I)[CH:13]=2)[C:5]2[CH:10]=[CH:9][CH:8]=[CH:7][N:6]=2)[CH2:3][CH2:2]1.[CH:19]1([NH:22][C:23]2[C:32]3[C:27](=[CH:28][CH:29]=[C:30](B4OC(C)(C)C(C)(C)O4)[CH:31]=3)[N:26]=[CH:25][N:24]=2)[CH2:21][CH2:20]1.C(=O)([O-])[O-].[Na+].[Na+]. Given the product [CH:19]1([NH:22][C:23]2[C:32]3[C:27](=[CH:28][CH:29]=[C:30]([C:14]4[CH:15]=[CH:16][CH:17]=[C:12]([CH2:11][N:4]([CH:1]5[CH2:3][CH2:2]5)[C:5]5[CH:10]=[CH:9][CH:8]=[CH:7][N:6]=5)[CH:13]=4)[CH:31]=3)[N:26]=[CH:25][N:24]=2)[CH2:21][CH2:20]1, predict the reactants needed to synthesize it. (8) Given the product [CH2:1]([C:3]1([CH2:7][O:8][CH2:9][CH2:10][CH2:11][CH2:12][CH2:13][CH2:14][C:15]2[S:16][C:17]([B:25]3[O:27][C:32]([CH3:34])([CH3:33])[C:29]([CH3:31])([CH3:30])[O:26]3)=[CH:18][CH:19]=2)[CH2:4][O:5][CH2:6]1)[CH3:2], predict the reactants needed to synthesize it. The reactants are: [CH2:1]([C:3]1([CH2:7][O:8][CH2:9][CH2:10][CH2:11][CH2:12][CH2:13][CH2:14][C:15]2[S:16][CH:17]=[CH:18][CH:19]=2)[CH2:6][O:5][CH2:4]1)[CH3:2].C([Li])CCC.[BH:25]([OH:27])[OH:26].O[C:29]([C:32](O)([CH3:34])[CH3:33])([CH3:31])[CH3:30]. (9) Given the product [Br:1][C:2]1[CH:3]=[C:4]([S:9]([N:12]([C:14]2[CH:33]=[CH:32][C:17]3[N:18]([CH2:25][CH:26]4[CH2:31][CH2:30][O:29][CH2:28][CH2:27]4)[C:19]([C:21]([CH3:24])([CH3:23])[CH3:22])=[N:20][C:16]=3[CH:15]=2)[CH3:13])(=[O:11])=[O:10])[CH:5]=[N:6][C:7]=1[NH:36][CH:38]=[O:39], predict the reactants needed to synthesize it. The reactants are: [Br:1][C:2]1[CH:3]=[C:4]([S:9]([N:12]([C:14]2[CH:33]=[CH:32][C:17]3[N:18]([CH2:25][CH:26]4[CH2:31][CH2:30][O:29][CH2:28][CH2:27]4)[C:19]([C:21]([CH3:24])([CH3:23])[CH3:22])=[N:20][C:16]=3[CH:15]=2)[CH3:13])(=[O:11])=[O:10])[CH:5]=[N:6][C:7]=1Cl.N.C[N:36]([CH:38]=[O:39])C. (10) The reactants are: [Cl:1][C:2]1[CH:7]=[CH:6][CH:5]=[CH:4][C:3]=1[C:8]1[CH:19]=[C:18]2[C:14]([CH:15]=[CH:16][N:17]2[CH2:20][CH2:21][CH2:22][O:23][CH3:24])=[C:13]2[C:9]=1[C:10](=[O:26])[NH:11][C:12]2=[O:25].[Br:27]Br.C(Cl)(Cl)Cl.C(=O)=O.S([O-])([O-])(=O)=S.[Na+].[Na+]. Given the product [Br:27][C:15]1[C:14]2[C:18](=[CH:19][C:8]([C:3]3[CH:4]=[CH:5][CH:6]=[CH:7][C:2]=3[Cl:1])=[C:9]3[C:13]=2[C:12](=[O:25])[NH:11][C:10]3=[O:26])[N:17]([CH2:20][CH2:21][CH2:22][O:23][CH3:24])[CH:16]=1, predict the reactants needed to synthesize it.